Dataset: Forward reaction prediction with 1.9M reactions from USPTO patents (1976-2016). Task: Predict the product of the given reaction. (1) Given the reactants [CH2:1]([N:3]([C:13]1[CH:18]=[C:17]([O:19]C)[CH:16]=[CH:15][C:14]=1[CH:21]1[CH2:30][CH2:29][C:28]2[C:23](=[CH:24][CH:25]=[C:26]([O:31]C)[CH:27]=2)[CH2:22]1)[C:4](=O)[CH2:5][C:6]1[CH:11]=[CH:10][CH:9]=[CH:8][CH:7]=1)[CH3:2].C(N(C1C=C(OC)C=CC=1C1CCC2C(=CC=C(OC)C=2)C1)CCC1C=CC=CC=1)C, predict the reaction product. The product is: [CH2:1]([N:3]([CH2:4][CH2:5][C:6]1[CH:7]=[CH:8][CH:9]=[CH:10][CH:11]=1)[C:13]1[CH:18]=[C:17]([OH:19])[CH:16]=[CH:15][C:14]=1[CH:21]1[CH2:30][CH2:29][C:28]2[CH:27]=[C:26]([OH:31])[CH:25]=[CH:24][C:23]=2[CH2:22]1)[CH3:2]. (2) Given the reactants C[Al](C)C.[C:5]1([CH3:11])[CH:10]=[CH:9][CH:8]=[CH:7][CH:6]=1.O1[CH2:17][CH2:16][CH2:15][CH2:14][CH2:13]1.C[Al].[F:20][C:21]1C=CC(CCl)=[CH:23][CH:22]=1.[Li][CH2:30]CCC, predict the reaction product. The product is: [C:5]1(/[C:11](=[CH:13]/[CH2:14][C:15]2[CH:23]=[CH:22][C:21]([F:20])=[CH:17][CH:16]=2)/[CH3:30])[CH:10]=[CH:9][CH:8]=[CH:7][CH:6]=1. (3) Given the reactants Cl[C:2]1[CH:3]=[C:4]([C:8]2[CH2:12][C:11]([CH3:16])([C:13]([OH:15])=O)[O:10][N:9]=2)C=N[CH:7]=1.ON1C(=O)CCC1=O.[ClH:25].CN(C)CCC[N:31]=[C:32]=[N:33]CC.Cl.[Cl:38][C:39]1[CH:44]=[C:43]([CH2:45][NH2:46])[CH:42]=[CH:41][N:40]=1, predict the reaction product. The product is: [Cl:25][C:32]1[N:33]=[C:4]([C:8]2[CH2:12][C:11]([CH3:16])([C:13]([NH:46][CH2:45][C:43]3[CH:42]=[CH:41][N:40]=[C:39]([Cl:38])[CH:44]=3)=[O:15])[O:10][N:9]=2)[CH:3]=[C:2]([CH3:7])[N:31]=1. (4) Given the reactants [NH2:1][C:2]1[C:3]([C:12]2[CH:17]=[CH:16][C:15]([F:18])=[CH:14][CH:13]=2)=[N:4][S:5][C:6]=1[C:7](OCC)=[O:8].[CH:19]([NH2:21])=O, predict the reaction product. The product is: [F:18][C:15]1[CH:16]=[CH:17][C:12]([C:3]2[C:2]3[N:1]=[CH:19][NH:21][C:7](=[O:8])[C:6]=3[S:5][N:4]=2)=[CH:13][CH:14]=1.